From a dataset of CYP2C9 inhibition data for predicting drug metabolism from PubChem BioAssay. Regression/Classification. Given a drug SMILES string, predict its absorption, distribution, metabolism, or excretion properties. Task type varies by dataset: regression for continuous measurements (e.g., permeability, clearance, half-life) or binary classification for categorical outcomes (e.g., BBB penetration, CYP inhibition). Dataset: cyp2c9_veith. The molecule is O=C(Nc1ccccc1C(=O)NCCc1ccccc1)c1ccco1. The result is 1 (inhibitor).